This data is from Full USPTO retrosynthesis dataset with 1.9M reactions from patents (1976-2016). The task is: Predict the reactants needed to synthesize the given product. (1) Given the product [CH3:32][O:31][CH2:30][CH2:29][O:28][C:26]1[CH:25]=[CH:24][N:23]2[C:19]([C:16]3[CH:15]=[CH:14][C:13]4[C:18](=[C:9]([OH:8])[CH:10]=[CH:11][CH:12]=4)[N:17]=3)=[CH:20][N:21]=[C:22]2[CH:27]=1, predict the reactants needed to synthesize it. The reactants are: C([O:8][C:9]1[CH:10]=[CH:11][CH:12]=[C:13]2[C:18]=1[N:17]=[C:16]([C:19]1[N:23]3[CH:24]=[CH:25][C:26]([O:28][CH2:29][CH2:30][O:31][CH3:32])=[CH:27][C:22]3=[N:21][CH:20]=1)[CH:15]=[CH:14]2)C1C=CC=CC=1.C([O-])=O.[NH4+].C(O)=O. (2) Given the product [F:34][C:35]1[N:36]=[CH:37][C:38]([C:2]2[CH:3]=[C:4]([CH:31]=[CH:32][CH:33]=2)[C:5]([NH:7][C:8]2[N:9]=[N:10][C:11]([N:14]3[C:18]([C:19]([F:22])([F:20])[F:21])=[CH:17][C:16]([C:23]4[CH:24]=[N:25][C:26]([O:29][CH3:30])=[CH:27][CH:28]=4)=[N:15]3)=[CH:12][CH:13]=2)=[O:6])=[CH:39][CH:40]=1, predict the reactants needed to synthesize it. The reactants are: Br[C:2]1[CH:3]=[C:4]([CH:31]=[CH:32][CH:33]=1)[C:5]([NH:7][C:8]1[N:9]=[N:10][C:11]([N:14]2[C:18]([C:19]([F:22])([F:21])[F:20])=[CH:17][C:16]([C:23]3[CH:24]=[N:25][C:26]([O:29][CH3:30])=[CH:27][CH:28]=3)=[N:15]2)=[CH:12][CH:13]=1)=[O:6].[F:34][C:35]1[CH:40]=[CH:39][C:38](B(O)O)=[CH:37][N:36]=1.C(=O)([O-])[O-].[Cs+].[Cs+]. (3) Given the product [CH3:5][N:6](/[CH:7]=[N:24]/[C:22]([C:21]1[C:4]2[N:3]=[C:2]([CH3:1])[N:6]([CH2:7][C:8]3[C:17]4[C:12](=[CH:13][CH:14]=[CH:15][CH:16]=4)[CH:11]=[CH:10][CH:9]=3)[C:5]=2[CH:18]=[C:19]([N:25]2[CH2:30][CH2:29][O:28][CH2:27][CH2:26]2)[CH:20]=1)=[O:23])[CH3:2], predict the reactants needed to synthesize it. The reactants are: [CH3:1][C:2]1[N:6]([CH2:7][C:8]2[C:17]3[C:12](=[CH:13][CH:14]=[CH:15][CH:16]=3)[CH:11]=[CH:10][CH:9]=2)[C:5]2[CH:18]=[C:19]([N:25]3[CH2:30][CH2:29][O:28][CH2:27][CH2:26]3)[CH:20]=[C:21]([C:22]([NH2:24])=[O:23])[C:4]=2[N:3]=1.